The task is: Predict which catalyst facilitates the given reaction.. This data is from Catalyst prediction with 721,799 reactions and 888 catalyst types from USPTO. Reactant: [NH2:1][C:2]1[CH:7]=[C:6]([CH3:8])[CH:5]=[CH:4][N:3]=1.[F:9][C:10]([F:20])([F:19])[C:11]1[CH:18]=[CH:17][C:14]([CH:15]=O)=[CH:13][CH:12]=1.[OH:21][C:22]1[CH:23]=[CH:24][CH:25]=[C:26]2[C:31]=1[N:30]=[CH:29][CH:28]=[CH:27]2. Product: [CH3:8][C:6]1[CH:5]=[CH:4][N:3]=[C:2]([NH:1][CH:15]([C:14]2[CH:17]=[CH:18][C:11]([C:10]([F:20])([F:19])[F:9])=[CH:12][CH:13]=2)[C:23]2[C:22]([OH:21])=[C:31]3[C:26]([CH:27]=[CH:28][CH:29]=[N:30]3)=[CH:25][CH:24]=2)[CH:7]=1. The catalyst class is: 144.